Dataset: Forward reaction prediction with 1.9M reactions from USPTO patents (1976-2016). Task: Predict the product of the given reaction. (1) Given the reactants [I:1][C:2]1[CH:10]=[CH:9][CH:8]=[CH:7][C:3]=1[C:4]([OH:6])=O.[Cl-].[Cl-].[Cl-].[Al+3].[C:15]1([C:25]2[N:29]3[CH:30]=[CH:31][CH:32]=[CH:33][C:28]3=[CH:27][N:26]=2)[C:24]2[C:19](=[CH:20][CH:21]=[CH:22][CH:23]=2)[CH:18]=[CH:17][CH:16]=1, predict the reaction product. The product is: [I:1][C:2]1[CH:10]=[CH:9][CH:8]=[CH:7][C:3]=1[C:4]([C:27]1[N:26]=[C:25]([C:15]2[C:24]3[C:19](=[CH:20][CH:21]=[CH:22][CH:23]=3)[CH:18]=[CH:17][CH:16]=2)[N:29]2[CH:30]=[CH:31][CH:32]=[CH:33][C:28]=12)=[O:6]. (2) Given the reactants [F:1][C:2]1[CH:3]=[C:4]([CH:35]=[CH:36][C:37]=1[F:38])[CH2:5][N:6]1[CH:11]=[CH:10][CH:9]=[C:8]([C:12]([NH:14][C@@H:15]([C:20]2[S:21][C:22]([C:25]3[C:33]4[C:28](=[N:29][CH:30]=[CH:31][CH:32]=4)[NH:27][CH:26]=3)=[CH:23][CH:24]=2)[CH2:16][C:17](O)=[O:18])=[O:13])[C:7]1=[O:34].[CH3:39][N:40](C)[CH:41]=O.CNC.F[P-](F)(F)(F)(F)F.C[N+](C)=C(N(C)C)ON1C2N=CC=CC=2N=N1, predict the reaction product. The product is: [CH3:39][N:40]([CH3:41])[C:17]([CH2:16][C@@H:15]([NH:14][C:12]([C:8]1[C:7](=[O:34])[N:6]([CH2:5][C:4]2[CH:35]=[CH:36][C:37]([F:38])=[C:2]([F:1])[CH:3]=2)[CH:11]=[CH:10][CH:9]=1)=[O:13])[C:20]1[S:21][C:22]([C:25]2[C:33]3[C:28](=[N:29][CH:30]=[CH:31][CH:32]=3)[NH:27][CH:26]=2)=[CH:23][CH:24]=1)=[O:18]. (3) Given the reactants C([O:3][C:4]([C:6]1[O:10][N:9]=[C:8]([C:11]2[CH:16]=[CH:15][C:14]([OH:17])=[CH:13][CH:12]=2)[CH:7]=1)=O)C.[NH3:18], predict the reaction product. The product is: [OH:17][C:14]1[CH:15]=[CH:16][C:11]([C:8]2[CH:7]=[C:6]([C:4]([NH2:18])=[O:3])[O:10][N:9]=2)=[CH:12][CH:13]=1. (4) Given the reactants C(OC(=O)[NH:7][C:8]1[C:13](I)=[CH:12][N:11]=[CH:10][N:9]=1)(C)(C)C.[CH3:16][O:17][C:18](=[O:27])[C:19]1[CH:24]=[CH:23][C:22]([C:25]#[CH:26])=[CH:21][CH:20]=1.N12CCCN=C1CCCCC2, predict the reaction product. The product is: [CH3:16][O:17][C:18](=[O:27])[C:19]1[CH:24]=[CH:23][C:22]([C:25]2[NH:7][C:8]3[N:9]=[CH:10][N:11]=[CH:12][C:13]=3[CH:26]=2)=[CH:21][CH:20]=1. (5) Given the reactants [CH3:1][O:2][C:3]1[CH:4]=[C:5]2[C:10](=[CH:11][CH:12]=1)[NH:9][C:8](=[O:13])[CH:7]=[CH:6]2.[H-].[Na+].Br[CH2:17][CH2:18][CH2:19]Cl.C([O-])([O-])=O.[K+].[K+].[CH2:27]([CH:31]1[CH2:36][CH2:35][NH:34][CH2:33][CH2:32]1)[CH2:28][CH2:29][CH3:30], predict the reaction product. The product is: [CH2:27]([CH:31]1[CH2:36][CH2:35][N:34]([CH2:17][CH2:18][CH2:19][N:9]2[C:10]3[C:5](=[CH:4][C:3]([O:2][CH3:1])=[CH:12][CH:11]=3)[CH:6]=[CH:7][C:8]2=[O:13])[CH2:33][CH2:32]1)[CH2:28][CH2:29][CH3:30]. (6) Given the reactants [F:1][C:2]1[C:7]([O:8][CH3:9])=[CH:6][C:5]([O:10][CH3:11])=[C:4]([F:12])[C:3]=1[C:13]1[N:18]=[CH:17][C:16]2[C:19](I)=[N:20][N:21](C3CCCCO3)[C:15]=2[CH:14]=1.[F:29][C:30]1[CH:38]=[C:37]2[C:33]([CH2:34][N:35]([CH:40]([CH3:42])[CH3:41])[C:36]2=[O:39])=[CH:32][C:31]=1B(O)O, predict the reaction product. The product is: [F:1][C:2]1[C:7]([O:8][CH3:9])=[CH:6][C:5]([O:10][CH3:11])=[C:4]([F:12])[C:3]=1[C:13]1[N:18]=[CH:17][C:16]2[C:19]([C:31]3[CH:32]=[C:33]4[C:37](=[CH:38][C:30]=3[F:29])[C:36](=[O:39])[N:35]([CH:40]([CH3:42])[CH3:41])[CH2:34]4)=[N:20][NH:21][C:15]=2[CH:14]=1. (7) Given the reactants [ClH:1].[NH:2]1[C:6]([C:7]2[CH:8]=[C:9]([NH:13][C:14](=[O:24])[C@@H:15]([NH2:23])[CH2:16][C:17]3[CH:22]=[CH:21][CH:20]=[CH:19][CH:18]=3)[CH:10]=[CH:11][CH:12]=2)=[N:5][N:4]=[N:3]1.[NH:25]1[C:29]([C:30]2[CH:31]=[C:32]([CH:34]=[CH:35][CH:36]=2)[NH2:33])=NN=[N:26]1, predict the reaction product. The product is: [Cl:1][C:36]1[CH:30]=[CH:31][C:32]([N:33]2[CH:6]=[N:2][N:3]=[N:4]2)=[C:34](/[CH:16]=[CH:15]/[C:14]([NH:23][C@H:15]([C:14](=[O:24])[NH:13][C:9]2[CH:10]=[CH:11][CH:12]=[C:7]([C:6]3[NH:2][N:3]=[N:4][N:5]=3)[CH:8]=2)[CH2:16][C:17]2[CH:22]=[CH:21][CH:20]=[CH:19][CH:18]=2)=[O:24])[CH:35]=1.[NH2:33][C:32]1[CH:31]=[C:30]2[C:36](=[CH:35][CH:34]=1)[NH:26][N:25]=[CH:29]2.